This data is from Catalyst prediction with 721,799 reactions and 888 catalyst types from USPTO. The task is: Predict which catalyst facilitates the given reaction. (1) Reactant: Br[C:2]1[CH:3]=[CH:4][C:5]2[C:6]3[S:15][C:14]([CH2:16][CH2:17][CH3:18])=[N:13][C:7]=3[C:8]([NH2:12])=[N:9][C:10]=2[CH:11]=1.Cl.[NH2:20][CH2:21][C:22]1[CH:27]=[C:26]([F:28])[CH:25]=[CH:24][C:23]=1B(O)O.C(=O)([O-])[O-].[Na+].[Na+]. Product: [NH2:20][CH2:21][C:22]1[CH:27]=[C:26]([F:28])[CH:25]=[CH:24][C:23]=1[C:2]1[CH:3]=[CH:4][C:5]2[C:6]3[S:15][C:14]([CH2:16][CH2:17][CH3:18])=[N:13][C:7]=3[C:8]([NH2:12])=[N:9][C:10]=2[CH:11]=1. The catalyst class is: 27. (2) Reactant: [CH2:1]([O:3][C:4](=[O:20])[C:5]1[CH:10]=[CH:9][C:8]([O:11][C:12]2[CH:17]=[CH:16][C:15]([CH:18]=O)=[CH:14][CH:13]=2)=[N:7][CH:6]=1)[CH3:2].COC(OC)OC.[CH2:28]([NH2:36])[CH2:29][C:30]1[CH:35]=[CH:34][CH:33]=[CH:32][CH:31]=1.[BH4-].[Na+]. Product: [CH2:1]([O:3][C:4](=[O:20])[C:5]1[CH:10]=[CH:9][C:8]([O:11][C:12]2[CH:17]=[CH:16][C:15]([CH2:18][NH:36][CH2:28][CH2:29][C:30]3[CH:35]=[CH:34][CH:33]=[CH:32][CH:31]=3)=[CH:14][CH:13]=2)=[N:7][CH:6]=1)[CH3:2]. The catalyst class is: 5.